From a dataset of Reaction yield outcomes from USPTO patents with 853,638 reactions. Predict the reaction yield, written as a fraction of the theoretical maximum amount of product (1.0 means a 100% yield; for example, 0.34 means a 34% yield). (1) The product is [ClH:32].[NH2:4][C:5]1[N:6]=[C:7]2[CH:12]=[CH:11][C:10]([O:13][C:14]3[CH:15]=[CH:16][C:17]([CH3:30])=[C:18]([NH:20][C:21]([C:23]4[N:27]([CH3:28])[N:26]=[C:25]([CH3:29])[CH:24]=4)=[O:22])[CH:19]=3)=[N:9][N:8]2[CH:31]=1. The reactants are C([NH:4][C:5]1[N:6]=[C:7]2[CH:12]=[CH:11][C:10]([O:13][C:14]3[CH:15]=[CH:16][C:17]([CH3:30])=[C:18]([NH:20][C:21]([C:23]4[N:27]([CH3:28])[N:26]=[C:25]([CH3:29])[CH:24]=4)=[O:22])[CH:19]=3)=[N:9][N:8]2[CH:31]=1)(=O)C.[ClH:32].C(OCC)(=O)C. The catalyst is CO. The yield is 0.780. (2) The reactants are Cl[C:2]1[C:7]2[NH:8][C:9]3[C:14]([C:6]=2[C:5]([C:16]2[CH:21]=[CH:20][CH:19]=[C:18]([S:22]([CH2:25][CH3:26])(=[O:24])=[O:23])[CH:17]=2)=[CH:4][N:3]=1)=[CH:13][C:12]([CH3:15])=[CH:11][N:10]=3.[O-:27][CH2:28][CH3:29].[Na+]. The catalyst is C(O)C. The product is [CH2:25]([S:22]([C:18]1[CH:17]=[C:16]([C:5]2[C:6]3[C:14]4[CH:13]=[C:12]([CH3:15])[CH:11]=[N:10][C:9]=4[NH:8][C:7]=3[C:2]([O:27][CH2:28][CH3:29])=[N:3][CH:4]=2)[CH:21]=[CH:20][CH:19]=1)(=[O:24])=[O:23])[CH3:26]. The yield is 0.780. (3) The reactants are [Cl-].O[NH3+:3].[C:4](=[O:7])([O-])[OH:5].[Na+].CS(C)=O.[CH3:13][C:14]1([CH3:50])[CH2:19][CH:18]([N:20]2[C:25](=[O:26])[C:24]([CH2:27][C:28]3[CH:33]=[CH:32][C:31]([C:34]4[C:35]([C:40]#[N:41])=[CH:36][CH:37]=[CH:38][CH:39]=4)=[CH:30][C:29]=3[F:42])=[C:23]([CH2:43][CH2:44][CH3:45])[N:22]3[N:46]=[C:47]([CH3:49])[N:48]=[C:21]23)[CH2:17][CH2:16][O:15]1. The catalyst is C(OCC)(=O)C. The product is [CH3:50][C:14]1([CH3:13])[CH2:19][CH:18]([N:20]2[C:25](=[O:26])[C:24]([CH2:27][C:28]3[CH:33]=[CH:32][C:31]([C:34]4[CH:39]=[CH:38][CH:37]=[CH:36][C:35]=4[C:40]4[NH:3][C:4](=[O:7])[O:5][N:41]=4)=[CH:30][C:29]=3[F:42])=[C:23]([CH2:43][CH2:44][CH3:45])[N:22]3[N:46]=[C:47]([CH3:49])[N:48]=[C:21]23)[CH2:17][CH2:16][O:15]1. The yield is 0.620. (4) The reactants are CC1C=CC(S(O[CH2:12][C@H:13]2[CH2:22][CH2:21][C:20]3[C:15](=[C:16]([C:24]4[CH:29]=[CH:28][CH:27]=[CH:26][C:25]=4[C:30]4[CH:35]=[CH:34][CH:33]=[CH:32][CH:31]=4)[CH:17]=[C:18]([F:23])[CH:19]=3)[O:14]2)(=O)=O)=CC=1.[N-:36]=[N+:37]=[N-:38].[Na+]. The catalyst is CS(C)=O. The product is [N:36]([CH2:12][C@H:13]1[CH2:22][CH2:21][C:20]2[C:15](=[C:16]([C:24]3[CH:29]=[CH:28][CH:27]=[CH:26][C:25]=3[C:30]3[CH:35]=[CH:34][CH:33]=[CH:32][CH:31]=3)[CH:17]=[C:18]([F:23])[CH:19]=2)[O:14]1)=[N+:37]=[N-:38]. The yield is 0.890. (5) The reactants are [CH2:1]([C:3]1[O:7][C:6]([C:8]([O:10]C)=[O:9])=[CH:5][C:4]=1[C:12]1[N:16]([CH3:17])[N:15]=[CH:14][CH:13]=1)[CH3:2].[Cl:18]N1C(=O)CCC1=O.[OH-].[Na+]. The catalyst is O1CCCC1. The product is [Cl:18][C:13]1[CH:14]=[N:15][N:16]([CH3:17])[C:12]=1[C:4]1[CH:5]=[C:6]([C:8]([OH:10])=[O:9])[O:7][C:3]=1[CH2:1][CH3:2]. The yield is 0.628. (6) The reactants are [C:1]1([C@@H:7]([NH:19][C:20]2[CH:25]=[CH:24][CH:23]=[CH:22][CH:21]=2)[C:8]([O:10][C@@H:11]2[CH:16]3[CH2:17][CH2:18][N:13]([CH2:14][CH2:15]3)[CH2:12]2)=[O:9])[CH:6]=[CH:5][CH:4]=[CH:3][CH:2]=1.[Br:26][CH2:27][C:28]([C:30]1[CH:40]=[CH:39][C:33]([C:34]([O:36][CH2:37][CH3:38])=[O:35])=[CH:32][CH:31]=1)=[O:29]. The catalyst is CCOC(C)=O. The product is [Br-:26].[CH2:37]([O:36][C:34]([C:33]1[CH:39]=[CH:40][C:30]([C:28](=[O:29])[CH2:27][N+:13]23[CH2:14][CH2:15][CH:16]([CH2:17][CH2:18]2)[C@@H:11]([O:10][C:8](=[O:9])[C@@H:7]([C:1]2[CH:2]=[CH:3][CH:4]=[CH:5][CH:6]=2)[NH:19][C:20]2[CH:25]=[CH:24][CH:23]=[CH:22][CH:21]=2)[CH2:12]3)=[CH:31][CH:32]=1)=[O:35])[CH3:38]. The yield is 0.950. (7) The reactants are [K+].[N:2]1([CH2:8][C:9]([O-:11])=O)[CH2:7][CH2:6][O:5][CH2:4][CH2:3]1.FC(F)(F)C(O)=O.[C:19]1([C:25]2[CH:30]=[C:29]([CH:31]3[CH2:36][CH2:35][NH:34][CH2:33][CH2:32]3)[CH:28]=[CH:27][C:26]=2[NH:37][C:38]([C:40]2[NH:41][CH:42]=[C:43]([C:45]#[N:46])[N:44]=2)=[O:39])[CH2:24][CH2:23][CH2:22][CH2:21][CH:20]=1.C1CN([P+](Br)(N2CCCC2)N2CCCC2)CC1.F[P-](F)(F)(F)(F)F.CCN(C(C)C)C(C)C. The catalyst is C(Cl)Cl. The product is [C:19]1([C:25]2[CH:30]=[C:29]([CH:31]3[CH2:32][CH2:33][N:34]([C:9](=[O:11])[CH2:8][N:2]4[CH2:3][CH2:4][O:5][CH2:6][CH2:7]4)[CH2:35][CH2:36]3)[CH:28]=[CH:27][C:26]=2[NH:37][C:38]([C:40]2[NH:41][CH:42]=[C:43]([C:45]#[N:46])[N:44]=2)=[O:39])[CH2:24][CH2:23][CH2:22][CH2:21][CH:20]=1. The yield is 0.120.